This data is from Catalyst prediction with 721,799 reactions and 888 catalyst types from USPTO. The task is: Predict which catalyst facilitates the given reaction. (1) Reactant: CC([N:5]([C@@H:9]([C:12]([NH:14][C:15]1[CH:16]=[N:17][C:18]([O:21][C:22]2[CH:27]=[CH:26][C:25]([CH3:28])=[C:24]([O:29][CH2:30][CH3:31])[CH:23]=2)=[N:19][CH:20]=1)=[O:13])[CH2:10][CH3:11])C(=O)[O-])(C)C.C(O)(C(F)(F)F)=O. Product: [NH2:5][C@H:9]([CH2:10][CH3:11])[C:12]([NH:14][C:15]1[CH:16]=[N:17][C:18]([O:21][C:22]2[CH:27]=[CH:26][C:25]([CH3:28])=[C:24]([O:29][CH2:30][CH3:31])[CH:23]=2)=[N:19][CH:20]=1)=[O:13]. The catalyst class is: 4. (2) Reactant: [CH3:1][C:2]1[CH:3]=[N:4][C:5]([CH2:11][S+:12]([O-:24])[C:13]2[NH:14][C:15]3[CH:16]=[CH:17][C:18]([O:22][CH3:23])=[CH:19][C:20]=3[N:21]=2)=[C:6]([CH3:10])[C:7]=1[O:8][CH3:9].C1(C(C2C=CC=CC=2)(O)[C@H](C2C=CC=CC=2)O)C=CC=CC=1. Product: [CH3:1][C:2]1[C:7]([O:8][CH3:9])=[C:6]([CH3:10])[C:5]([CH2:11][S@@:12]([C:13]2[NH:21][C:20]3[CH:19]=[C:18]([O:22][CH3:23])[CH:17]=[CH:16][C:15]=3[N:14]=2)=[O:24])=[N:4][CH:3]=1. The catalyst class is: 824. (3) Reactant: [F:1][C:2]1([F:26])[CH2:7][CH2:6][CH:5]([C:8]2[S:25][C:11]3[N:12]=[C:13]([CH3:24])[N:14]=[C:15]([CH2:16][NH:17][C:18]([CH3:23])([CH3:22])[CH2:19][O:20][CH3:21])[C:10]=3[CH:9]=2)[CH2:4][CH2:3]1.N1(CO)C2C=CC=C[C:30]=2N=N1.ClCCCl.[BH-](OC(C)=O)(OC(C)=O)OC(C)=O.[Na+]. The catalyst class is: 6. Product: [F:26][C:2]1([F:1])[CH2:7][CH2:6][CH:5]([C:8]2[S:25][C:11]3[N:12]=[C:13]([CH3:24])[N:14]=[C:15]([CH2:16][N:17]([CH3:30])[C:18]([CH3:23])([CH3:22])[CH2:19][O:20][CH3:21])[C:10]=3[CH:9]=2)[CH2:4][CH2:3]1. (4) Reactant: [CH2:1]([N:3]1[CH:7]=[C:6]([CH2:8][N:9]2[C:14]3[CH:15]=[C:16]([C:18]4[CH:23]=[CH:22][CH:21]=[CH:20][CH:19]=4)[S:17][C:13]=3[C:12](=[O:24])[N:11]([CH:25]3[CH2:30][CH2:29][N:28](C(OC(C)(C)C)=O)[CH2:27][CH2:26]3)[C:10]2=[O:38])[N:5]=[N:4]1)[CH3:2].[F:39][C:40]([F:45])([F:44])[C:41]([OH:43])=[O:42]. Product: [F:39][C:40]([F:45])([F:44])[C:41]([OH:43])=[O:42].[CH2:1]([N:3]1[CH:7]=[C:6]([CH2:8][N:9]2[C:14]3[CH:15]=[C:16]([C:18]4[CH:23]=[CH:22][CH:21]=[CH:20][CH:19]=4)[S:17][C:13]=3[C:12](=[O:24])[N:11]([CH:25]3[CH2:30][CH2:29][NH:28][CH2:27][CH2:26]3)[C:10]2=[O:38])[N:5]=[N:4]1)[CH3:2]. The catalyst class is: 2.